This data is from Reaction yield outcomes from USPTO patents with 853,638 reactions. The task is: Predict the reaction yield, written as a fraction of the theoretical maximum amount of product (1.0 means a 100% yield; for example, 0.34 means a 34% yield). The reactants are [NH2:1][C@@H:2]([CH:6]([CH3:8])[CH3:7])[C:3]([NH2:5])=[O:4].C(N(C(C)C)CC)(C)C.[C:18]([CH:22]1[CH2:31][CH2:30][C:29]2[N:28]=[C:27]3[S:32][C:33]([C:35](Cl)=[O:36])=[CH:34][C:26]3=[CH:25][C:24]=2[CH2:23]1)([CH3:21])([CH3:20])[CH3:19].Cl. The catalyst is CN(C=O)C.O. The product is [C:3]([C@@H:2]([NH:1][C:35]([C:33]1[S:32][C:27]2=[N:28][C:29]3[CH2:30][CH2:31][CH:22]([C:18]([CH3:20])([CH3:19])[CH3:21])[CH2:23][C:24]=3[CH:25]=[C:26]2[CH:34]=1)=[O:36])[CH:6]([CH3:8])[CH3:7])(=[O:4])[NH2:5]. The yield is 0.750.